This data is from HIV replication inhibition screening data with 41,000+ compounds from the AIDS Antiviral Screen. The task is: Binary Classification. Given a drug SMILES string, predict its activity (active/inactive) in a high-throughput screening assay against a specified biological target. The molecule is CC(C)C1=CC2=C(C(=O)C1=O)C13CCCC(C)(C)C1CC2OC3=O. The result is 0 (inactive).